This data is from Reaction yield outcomes from USPTO patents with 853,638 reactions. The task is: Predict the reaction yield, written as a fraction of the theoretical maximum amount of product (1.0 means a 100% yield; for example, 0.34 means a 34% yield). (1) The catalyst is C1C=CC(/C=C/C(/C=C/C2C=CC=CC=2)=O)=CC=1.C1C=CC(/C=C/C(/C=C/C2C=CC=CC=2)=O)=CC=1.C1C=CC(/C=C/C(/C=C/C2C=CC=CC=2)=O)=CC=1.[Pd].[Pd].O. The reactants are Br[C:2]1[C:11]2[C:6](=[CH:7][CH:8]=[CH:9][CH:10]=2)[C:5](=[O:12])[N:4]([C:13]2[CH:18]=[CH:17][C:16]([N:19]([CH2:23][CH3:24])[C:20](=[O:22])[CH3:21])=[CH:15][CH:14]=2)[N:3]=1.C(OC([N:32]1[C:36]([CH3:37])=[CH:35][C:34]([NH2:38])=[N:33]1)=O)(C)(C)C.C([O-])([O-])=O.[Cs+].[Cs+].C1(P(C2C=CC=CC=2)C2C3OC4C(=CC=CC=4P(C4C=CC=CC=4)C4C=CC=CC=4)C(C)(C)C=3C=CC=2)C=CC=CC=1. The yield is 0.230. The product is [CH2:23]([N:19]([C:16]1[CH:17]=[CH:18][C:13]([N:4]2[N:3]=[C:2]([NH:38][C:34]3[CH:35]=[C:36]([CH3:37])[NH:32][N:33]=3)[C:11]3[C:6](=[CH:7][CH:8]=[CH:9][CH:10]=3)[C:5]2=[O:12])=[CH:14][CH:15]=1)[C:20](=[O:22])[CH3:21])[CH3:24]. (2) The reactants are [CH3:1][NH:2][CH3:3].Cl[C:5]1[CH:10]=[C:9]([Cl:11])[N:8]=[C:7]([NH:12][C:13]2[CH:18]=[CH:17][CH:16]=[CH:15][CH:14]=2)[N:6]=1. The catalyst is O1CCCC1.C(N(CC)C(C)C)(C)C. The product is [Cl:11][C:9]1[N:12]([C:13]2[CH:18]=[CH:17][CH:16]=[CH:15][CH:14]=2)[CH:7]([NH2:8])[N:6]=[C:5]([N:2]([CH3:3])[CH3:1])[CH:10]=1. The yield is 0.800. (3) The reactants are [NH2:1][C:2]1[S:6][N:5]=[C:4]([CH3:7])[C:3]=1[C:8]([NH:10][C:11]1[CH:16]=[CH:15][CH:14]=[CH:13][C:12]=1[CH2:17][CH3:18])=[O:9].I[C:20]1[CH:27]=[CH:26][C:23]([C:24]#[N:25])=[CH:22][N:21]=1.C(=O)([O-])[O-].[Cs+].[Cs+].CC1(C)C2C(=C(P(C3C=CC=CC=3)C3C=CC=CC=3)C=CC=2)OC2C(P(C3C=CC=CC=3)C3C=CC=CC=3)=CC=CC1=2. The catalyst is O1CCOCC1.CN(C=O)C.C([O-])(=O)C.[Pd+2].C([O-])(=O)C. The product is [C:24]([C:23]1[CH:26]=[CH:27][C:20]([NH:1][C:2]2[S:6][N:5]=[C:4]([CH3:7])[C:3]=2[C:8]([NH:10][C:11]2[CH:16]=[CH:15][CH:14]=[CH:13][C:12]=2[CH2:17][CH3:18])=[O:9])=[N:21][CH:22]=1)#[N:25]. The yield is 0.320. (4) The reactants are [CH3:1][C:2]1[C:3](B(O)O)=[CH:4][C:5]2[C:6]([CH3:15])([CH3:14])[CH2:7][CH2:8][C:9]([CH3:13])([CH3:12])[C:10]=2[CH:11]=1.[CH3:19][N:20]1[CH:24]=[C:23](Br)[CH:22]=[C:21]1[CH:26]=[O:27]. No catalyst specified. The product is [CH3:19][N:20]1[CH:24]=[C:23]([C:3]2[C:2]([CH3:1])=[CH:11][C:10]3[C:9]([CH3:13])([CH3:12])[CH2:8][CH2:7][C:6]([CH3:15])([CH3:14])[C:5]=3[CH:4]=2)[CH:22]=[C:21]1[CH:26]=[O:27]. The yield is 0.590.